The task is: Predict the product of the given reaction.. This data is from Forward reaction prediction with 1.9M reactions from USPTO patents (1976-2016). (1) Given the reactants C(O[NH:6][C:7]1[CH:12]=[CH:11][CH:10]=[CH:9][C:8]=1[NH:13][C:14](=[O:37])[C:15]1[CH:20]=[CH:19][C:18]([C:21]2[N:26]=[C:25]([CH2:27][CH2:28][CH2:29][NH:30][N:31]3[CH2:36][CH2:35][O:34][CH2:33][CH2:32]3)[N:24]=[CH:23][CH:22]=2)=[CH:17][CH:16]=1)(C)(C)C.[ClH:38], predict the reaction product. The product is: [ClH:38].[ClH:38].[ClH:38].[NH2:6][C:7]1[CH:12]=[CH:11][CH:10]=[CH:9][C:8]=1[NH:13][C:14](=[O:37])[C:15]1[CH:20]=[CH:19][C:18]([C:21]2[N:26]=[C:25]([CH2:27][CH2:28][CH2:29][NH:30][N:31]3[CH2:36][CH2:35][O:34][CH2:33][CH2:32]3)[N:24]=[CH:23][CH:22]=2)=[CH:17][CH:16]=1. (2) Given the reactants C1CO[C:8]23OCCO[C:3]2([C@:4]2([CH2:27][CH2:26][C@H:25]4[C@@H:15]([CH2:16][C@H:17]([CH:28]=[CH2:29])[CH:18]5[C@:23]4([CH3:24])[CH2:22][CH2:21][CH2:20][CH2:19]5)[C@@H:6]2[CH2:7]3)[CH3:5])[O:2]1.C([C@@H]1C2[C@](C)(CCC(=[O:50])C2)[C@@H]2[C@H]([C@H]3[C@@](CC2)(C)C(=O)CC3)C1)#N, predict the reaction product. The product is: [CH:28]([C@@H:17]1[CH:18]2[C@:23]([CH3:24])([CH2:22][CH2:21][C:20](=[O:50])[CH2:19]2)[C@@H:25]2[C@H:15]([C@H:6]3[C@@:4]([CH2:27][CH2:26]2)([CH3:5])[C:3](=[O:2])[CH2:8][CH2:7]3)[CH2:16]1)=[CH2:29]. (3) Given the reactants [Cl:1][C:2]1[CH:7]=[CH:6][C:5]([N:8]2[CH:13]=[CH:12][C:11](=[O:14])[C:10]([C:15](N(OC)C)=[O:16])=[N:9]2)=[CH:4][CH:3]=1.[NH2:21][C:22]1[CH:23]=[C:24]([CH:39]=[CH:40][CH:41]=1)CC1C(=O)C=CN(C2C=NN(C)C=2)N=1, predict the reaction product. The product is: [NH2:21][C:22]1[CH:41]=[C:40]([CH:39]=[CH:24][CH:23]=1)[C:15]([C:10]1[C:11](=[O:14])[CH:12]=[CH:13][N:8]([C:5]2[CH:4]=[CH:3][C:2]([Cl:1])=[CH:7][CH:6]=2)[N:9]=1)=[O:16]. (4) Given the reactants [CH3:1][N:2]1[C:6]([C:7]2[CH:12]=[CH:11][C:10]([NH:13][C:14]3[N:15]=[CH:16][C:17]4[C:22]([CH:23]=3)=[CH:21][C:20]([C:24]3[CH:25]=[CH:26][C:27]([N:30](C)[C:31](=O)OC(C)(C)C)=[N:28][CH:29]=3)=[CH:19][CH:18]=4)=[C:9]([O:39][CH3:40])[CH:8]=2)=[CH:5][N:4]=[C:3]1[CH3:41].C(O)(C(F)(F)F)=O, predict the reaction product. The product is: [CH3:1][N:2]1[C:6]([C:7]2[CH:12]=[CH:11][C:10]([NH:13][C:14]3[N:15]=[CH:16][C:17]4[C:22]([CH:23]=3)=[CH:21][C:20]([C:24]3[CH:29]=[N:28][C:27]([NH:30][CH3:31])=[CH:26][CH:25]=3)=[CH:19][CH:18]=4)=[C:9]([O:39][CH3:40])[CH:8]=2)=[CH:5][N:4]=[C:3]1[CH3:41]. (5) Given the reactants [C:1]([C:3]1[CH:12]=[CH:11][C:6]([C:7]([O:9][CH3:10])=[O:8])=[CH:5][CH:4]=1)#[N:2].[CH2:13]([Mg]Br)[CH3:14].B(F)(F)F.CCOCC.Cl, predict the reaction product. The product is: [NH2:2][C:1]1([C:3]2[CH:12]=[CH:11][C:6]([C:7]([O:9][CH3:10])=[O:8])=[CH:5][CH:4]=2)[CH2:14][CH2:13]1. (6) Given the reactants [N+:1]([C:4]1[CH:5]=[C:6]([OH:10])[CH:7]=[CH:8][CH:9]=1)([O-:3])=[O:2].[Br:11][C:12]1[CH:19]=[CH:18][C:15]([CH2:16]Br)=[CH:14][CH:13]=1, predict the reaction product. The product is: [Br:11][C:12]1[CH:19]=[CH:18][C:15]([CH2:16][O:10][C:6]2[CH:7]=[CH:8][CH:9]=[C:4]([N+:1]([O-:3])=[O:2])[CH:5]=2)=[CH:14][CH:13]=1. (7) Given the reactants [CH3:1][N:2]([CH3:18])[C:3]([C:5]1[CH:10]=[CH:9][C:8]([N+:11]([O-])=O)=[CH:7][C:6]=1[S:14]([NH2:17])(=[O:16])=[O:15])=[O:4], predict the reaction product. The product is: [NH2:11][C:8]1[CH:9]=[CH:10][C:5]([C:3]([N:2]([CH3:18])[CH3:1])=[O:4])=[C:6]([S:14]([NH2:17])(=[O:16])=[O:15])[CH:7]=1.